This data is from Forward reaction prediction with 1.9M reactions from USPTO patents (1976-2016). The task is: Predict the product of the given reaction. (1) Given the reactants [C:1]([C:3]1[CH:8]=[CH:7][C:6]([OH:9])=[CH:5][CH:4]=1)#[N:2].C(=O)([O-])[O-].[K+].[K+].Br.[N:17]1[CH:22]=[CH:21][CH:20]=[CH:19][C:18]=1[CH2:23]Br, predict the reaction product. The product is: [N:17]1[CH:22]=[CH:21][CH:20]=[CH:19][C:18]=1[CH2:23][O:9][C:6]1[CH:7]=[CH:8][C:3]([C:1]#[N:2])=[CH:4][CH:5]=1. (2) Given the reactants CC(OC(/N=N/C(OC(C)C)=O)=O)C.[CH2:15]([O:17][C:18]1[CH:19]=[N:20][C:21]([N:24]2[CH2:29][CH2:28][CH:27]([C@H:30]3[CH2:32][C@H:31]3[CH2:33][CH2:34][OH:35])[CH2:26][CH2:25]2)=[N:22][CH:23]=1)[CH3:16].[Br:36][C:37]1[C:42]([F:43])=[CH:41][C:40](O)=[CH:39][C:38]=1[F:45].C1(P(C2C=CC=CC=2)C2C=CC=CC=2)C=CC=CC=1, predict the reaction product. The product is: [Br:36][C:37]1[C:42]([F:43])=[CH:41][C:40]([O:35][CH2:34][CH2:33][C@@H:31]2[CH2:32][C@@H:30]2[CH:27]2[CH2:26][CH2:25][N:24]([C:21]3[N:22]=[CH:23][C:18]([O:17][CH2:15][CH3:16])=[CH:19][N:20]=3)[CH2:29][CH2:28]2)=[CH:39][C:38]=1[F:45]. (3) The product is: [CH3:13][C:14]1[O:12][C:11]2[C:10]3[CH:9]=[CH:8][CH:7]=[CH:6][C:5]=3[N:4]=[CH:3][C:2]=2[N:1]=1. Given the reactants [NH2:1][C:2]1[CH:3]=[N:4][C:5]2[C:10]([C:11]=1[OH:12])=[CH:9][CH:8]=[CH:7][CH:6]=2.[C:13](OC(=O)C)(=O)[CH3:14].[OH-].[Na+], predict the reaction product. (4) Given the reactants [Cl:1][C:2]1[CH:7]=[CH:6][CH:5]=[C:4]([Cl:8])[C:3]=1[C:9]1[C:13]([CH:14]=[O:15])=[C:12]([C:16](Cl)=O)[O:11][N:10]=1.[NH2:19][CH2:20][CH2:21][CH2:22][CH2:23][CH2:24][N:25]1[CH2:30][CH2:29][CH:28]([C:31]2[CH:32]=[C:33]([NH:37][C:38](=[O:43])[CH:39]([CH2:41]C)[CH3:40])[CH:34]=[CH:35][CH:36]=2)[CH2:27][CH2:26]1, predict the reaction product. The product is: [Cl:8][C:4]1[CH:5]=[CH:6][CH:7]=[C:2]([Cl:1])[C:3]=1[C:9]1[C:13]([C:14]([NH:19][CH2:20][CH2:21][CH2:22][CH2:23][CH2:24][N:25]2[CH2:26][CH2:27][CH:28]([C:31]3[CH:36]=[CH:35][CH:34]=[C:33]([NH:37][C:38](=[O:43])[CH:39]([CH3:40])[CH3:41])[CH:32]=3)[CH2:29][CH2:30]2)=[O:15])=[C:12]([CH3:16])[O:11][N:10]=1. (5) The product is: [F:44][C:42]1[CH:43]=[C:38]([CH2:37][NH:28][C:29]2[N:30]=[CH:31][C:32]([CH2:35][C:12]3[C:13]4[C:14](=[N:15][CH:16]=[C:17]([O:19][CH3:20])[CH:18]=4)[NH:10][CH:11]=3)=[CH:33][N:34]=2)[C:39]([O:45][CH3:46])=[N:40][CH:41]=1. Given the reactants C1(S([N:10]2[C:14]3=[N:15][CH:16]=[C:17]([O:19][CH3:20])[CH:18]=[C:13]3[C:12](I)=[CH:11]2)(=O)=O)C=CC=CC=1.C(OC(=O)[N:28]([CH2:37][C:38]1[C:39]([O:45][CH3:46])=[N:40][CH:41]=[C:42]([F:44])[CH:43]=1)[C:29]1[N:34]=[CH:33][C:32]([CH:35]=O)=[CH:31][N:30]=1)(C)(C)C, predict the reaction product. (6) The product is: [Cl:14][C:12]1[N:11]=[CH:10][N:9]=[C:8]([O:25][C:23]2[CH:22]=[C:21]([CH3:26])[C:19]3[N:20]=[C:16]([CH3:15])[NH:17][C:18]=3[CH:24]=2)[CH:13]=1. Given the reactants C(=O)([O-])[O-].[K+].[K+].Cl[C:8]1[CH:13]=[C:12]([Cl:14])[N:11]=[CH:10][N:9]=1.[CH3:15][C:16]1[NH:17][C:18]2[CH:24]=[C:23]([OH:25])[CH:22]=[C:21]([CH3:26])[C:19]=2[N:20]=1, predict the reaction product. (7) The product is: [Cl:1][C:2]1[CH:3]=[C:4]([F:18])[C:5]([CH2:6][NH:7][C:8](=[O:13])[C:9]([F:11])([F:12])[F:10])=[CH:14][C:15]=1[NH:16][NH:17][C:24]([O:23][C:20]([CH3:22])([CH3:21])[CH3:19])=[O:25]. Given the reactants [Cl:1][C:2]1[C:15]([NH:16][NH2:17])=[CH:14][C:5]([CH2:6][NH:7][C:8](=[O:13])[C:9]([F:12])([F:11])[F:10])=[C:4]([F:18])[CH:3]=1.[CH3:19][C:20]([O:23][C:24](O[C:24]([O:23][C:20]([CH3:22])([CH3:21])[CH3:19])=[O:25])=[O:25])([CH3:22])[CH3:21].C([O-])([O-])=O.[Na+].[Na+].C(#N)C, predict the reaction product.